The task is: Predict the reactants needed to synthesize the given product.. This data is from Full USPTO retrosynthesis dataset with 1.9M reactions from patents (1976-2016). (1) Given the product [CH3:6][C:7]1([CH2:13][Si:2]([CH:5]2[CH:9]=[CH:8][CH:7]=[CH:6]2)([CH3:4])[CH3:1])[CH2:8][CH2:9][CH2:10][CH2:11][CH2:12]1, predict the reactants needed to synthesize it. The reactants are: [CH3:1][Si:2]([CH3:5])([CH3:4])Cl.[CH3:6][C:7]1([C:13]2([Li])C=CC=C2)[CH2:12][CH2:11][CH2:10][CH2:9][CH2:8]1. (2) Given the product [Cl:1][C:2]1[CH:7]=[CH:6][C:5]([CH3:8])=[CH:4][C:3]=1[NH:9][C:10]1[C:15]([C:16]([N:18]2[CH2:23][CH2:22][CH:21]([C:24]3[CH:25]=[CH:26][C:27]([F:30])=[CH:28][CH:29]=3)[CH2:20][CH2:19]2)=[O:17])=[CH:14][N:13]([CH2:40][CH2:39][C:38]([O:42][CH3:43])=[O:41])[C:12](=[O:31])[CH:11]=1, predict the reactants needed to synthesize it. The reactants are: [Cl:1][C:2]1[CH:7]=[CH:6][C:5]([CH3:8])=[CH:4][C:3]=1[NH:9][C:10]1[C:15]([C:16]([N:18]2[CH2:23][CH2:22][CH:21]([C:24]3[CH:29]=[CH:28][C:27]([F:30])=[CH:26][CH:25]=3)[CH2:20][CH2:19]2)=[O:17])=[CH:14][NH:13][C:12](=[O:31])[CH:11]=1.C(=O)([O-])[O-].[K+].[K+].[C:38]([O:42][CH3:43])(=[O:41])[CH:39]=[CH2:40].C(O)(=O)CC(CC(O)=O)(C(O)=O)O. (3) Given the product [Br:1][CH2:2][CH:3]([C:5]1[CH:10]=[CH:9][CH:8]=[CH:7][C:6]=1[Cl:11])[OH:4], predict the reactants needed to synthesize it. The reactants are: [Br:1][CH2:2][C:3]([C:5]1[CH:10]=[CH:9][CH:8]=[CH:7][C:6]=1[Cl:11])=[O:4].[BH4-].[Na+]. (4) Given the product [ClH:27].[CH3:26][N:12]1[C:13]2[C:18](=[C:17]3[CH2:22][CH2:23][CH2:24][O:25][C:16]3=[CH:15][CH:14]=2)[C:19]2[CH2:20][CH2:21][NH:8][CH2:9][CH2:10][C:11]1=2, predict the reactants needed to synthesize it. The reactants are: C([N:8]1[CH2:21][CH2:20][C:19]2[C:18]3[C:13](=[CH:14][CH:15]=[C:16]4[O:25][CH2:24][CH:23]=[CH:22][C:17]4=3)[N:12]([CH3:26])[C:11]=2[CH2:10][CH2:9]1)C1C=CC=CC=1.[ClH:27]. (5) Given the product [CH3:1][O:2][C:3]([C:5]1[S:9][CH:8]=[N:7][C:6]=1[S:10][CH2:19][CH2:20][C:21]([F:23])([F:22])[C:24]1[CH:29]=[CH:28][C:27]([F:30])=[CH:26][CH:25]=1)=[O:4], predict the reactants needed to synthesize it. The reactants are: [CH3:1][O:2][C:3]([C:5]1[S:9][CH:8]=[N:7][C:6]=1[SH:10])=[O:4].C(N(CC)CC)C.Br[CH2:19][CH2:20][C:21]([C:24]1[CH:29]=[CH:28][C:27]([F:30])=[CH:26][CH:25]=1)([F:23])[F:22]. (6) Given the product [NH:13]1[C:14]2[CH:19]=[CH:18][CH:17]=[CH:16][C:15]=2[N:11]=[C:12]1[C@H:8]([NH:9][C:10]([NH:30][CH2:29][CH2:28][C:27]1[CH:31]=[CH:32][CH:33]=[C:25]([O:24][CH3:23])[CH:26]=1)=[O:20])[CH2:7][C:6]1[CH:5]=[CH:4][C:3]([O:2][CH3:1])=[CH:22][CH:21]=1, predict the reactants needed to synthesize it. The reactants are: [CH3:1][O:2][C:3]1[CH:22]=[CH:21][C:6]([CH2:7][C@@H:8]2[C:12]3=[N:13][C:14]4[CH:19]=[CH:18][CH:17]=[CH:16][C:15]=4[N:11]3[C:10](=[O:20])[NH:9]2)=[CH:5][CH:4]=1.[CH3:23][O:24][C:25]1[CH:26]=[C:27]([CH:31]=[CH:32][CH:33]=1)[CH2:28][CH2:29][NH2:30].C(O)(C(F)(F)F)=O.